From a dataset of Forward reaction prediction with 1.9M reactions from USPTO patents (1976-2016). Predict the product of the given reaction. (1) Given the reactants C1C=CC=CC=1.[CH2:7]([O:14][C:15]1[CH:16]=[C:17]([CH:40]=[CH:41][CH:42]=1)[C:18]([NH:20][C:21]1[CH:26]=[CH:25][CH:24]=[CH:23][C:22]=1[S:27]([NH:30][C:31](OC1C=CC=CC=1)=[O:32])(=[O:29])=[O:28])=[O:19])[C:8]1[CH:13]=[CH:12][CH:11]=[CH:10][CH:9]=1.[CH2:43]([NH2:51])[CH2:44][CH2:45][CH2:46][CH2:47][CH2:48][CH2:49][CH3:50], predict the reaction product. The product is: [CH2:7]([O:14][C:15]1[CH:16]=[C:17]([CH:40]=[CH:41][CH:42]=1)[C:18]([NH:20][C:21]1[CH:26]=[CH:25][CH:24]=[CH:23][C:22]=1[S:27]([NH:30][C:31]([NH:51][CH2:43][CH2:44][CH2:45][CH2:46][CH2:47][CH2:48][CH2:49][CH3:50])=[O:32])(=[O:28])=[O:29])=[O:19])[C:8]1[CH:13]=[CH:12][CH:11]=[CH:10][CH:9]=1. (2) Given the reactants [CH3:1][N:2]1[C:10]2[C:5](=[CH:6][C:7]([N+:11]([O-])=O)=[CH:8][CH:9]=2)[CH2:4][CH2:3]1.O.NN, predict the reaction product. The product is: [CH3:1][N:2]1[C:10]2[C:5](=[CH:6][C:7]([NH2:11])=[CH:8][CH:9]=2)[CH2:4][CH2:3]1.